From a dataset of Catalyst prediction with 721,799 reactions and 888 catalyst types from USPTO. Predict which catalyst facilitates the given reaction. Reactant: FC(F)(F)S(O[C:7]1[CH:16]=[C:15]2[C:10]([CH:11]=[CH:12][C:13](=[O:17])[O:14]2)=[CH:9][CH:8]=1)(=O)=O.[CH2:20]([OH:24])[CH2:21][C:22]#[CH:23].C(N(CC)CC)C. Product: [OH:24][CH2:20][CH2:21][C:22]#[C:23][C:7]1[CH:16]=[C:15]2[C:10]([CH:11]=[CH:12][C:13](=[O:17])[O:14]2)=[CH:9][CH:8]=1. The catalyst class is: 555.